This data is from Plasma protein binding rate (PPBR) regression data from AstraZeneca. The task is: Regression/Classification. Given a drug SMILES string, predict its absorption, distribution, metabolism, or excretion properties. Task type varies by dataset: regression for continuous measurements (e.g., permeability, clearance, half-life) or binary classification for categorical outcomes (e.g., BBB penetration, CYP inhibition). For this dataset (ppbr_az), we predict Y. (1) The compound is COc1ccccc1C(C#N)NC(=O)[C@@H]1CCCC[C@H]1C(=O)N1CCN(Cc2ccc(F)cc2)CC1. The Y is 94.9 %. (2) The molecule is CN1CCN(c2cc3c(Nc4cccc(Cl)c4Cl)c(C(N)=O)cnc3cc2F)CC1. The Y is 95.6 %.